Dataset: Reaction yield outcomes from USPTO patents with 853,638 reactions. Task: Predict the reaction yield, written as a fraction of the theoretical maximum amount of product (1.0 means a 100% yield; for example, 0.34 means a 34% yield). (1) The reactants are C[O:2][C:3]([C:5]1[CH:10]=[C:9]([Br:11])[C:8](=[O:12])[N:7]([CH3:13])[C:6]=1[NH:14][C:15]1[CH:20]=[CH:19][C:18]([Br:21])=[CH:17][C:16]=1[F:22])=[O:4].COC(C1C=CC(=O)N(C)C=1NC1C=CC(Br)=CC=1F)=O.BrN1C(=O)CCC1=O. The catalyst is CN(C=O)C. The product is [Br:11][C:9]1[C:8](=[O:12])[N:7]([CH3:13])[C:6]([NH:14][C:15]2[CH:20]=[CH:19][C:18]([Br:21])=[CH:17][C:16]=2[F:22])=[C:5]([C:3]([OH:4])=[O:2])[CH:10]=1. The yield is 0.850. (2) The reactants are [C:1]([NH:18][C@H:19]([C:23]([OH:25])=[O:24])[CH2:20][CH2:21][CH3:22])([O:3][CH2:4][CH:5]1[C:17]2[C:12](=[CH:13][CH:14]=[CH:15][CH:16]=2)[C:11]2[C:6]1=[CH:7][CH:8]=[CH:9][CH:10]=2)=[O:2].S(Cl)(Cl)=O.[CH3:30]O. The catalyst is C(OC(=O)C)C. The product is [NH:18]([C:1]([O:3][CH2:4][CH:5]1[C:6]2[C:11](=[CH:10][CH:9]=[CH:8][CH:7]=2)[C:12]2[C:17]1=[CH:16][CH:15]=[CH:14][CH:13]=2)=[O:2])[C@H:19]([C:23]([O:25][CH3:30])=[O:24])[CH2:20][CH2:21][CH3:22]. The yield is 1.00. (3) The reactants are [CH:1](=O)[C:2]1[CH:7]=[CH:6][CH:5]=[CH:4][CH:3]=1.S([O-])([O-])(=O)=O.[Na+].[Na+].[NH2:16][C:17]1[CH:25]=[CH:24][CH:23]=[C:22]2[C:18]=1[CH2:19][O:20][C:21]2=[O:26]. The catalyst is ClCCl. The product is [CH:1](=[N:16]/[C:17]1[CH:25]=[CH:24][CH:23]=[C:22]2[C:18]=1[CH2:19][O:20][C:21]2=[O:26])\[C:2]1[CH:7]=[CH:6][CH:5]=[CH:4][CH:3]=1. The yield is 0.950. (4) The reactants are C([O:8][C:9]1[CH:18]=[C:17]2[C:12]([C:13]([O:19][C:20]3[CH:25]=[CH:24][C:23]([NH:26][C:27](=[O:39])[C:28]([NH:30][CH2:31][CH2:32][C:33]4[CH:38]=[CH:37][CH:36]=[CH:35][CH:34]=4)=[O:29])=[CH:22][C:21]=3[F:40])=[CH:14][CH:15]=[N:16]2)=[CH:11][C:10]=1[O:41][CH3:42])C1C=CC=CC=1. The catalyst is CO.CN(C=O)C.ClCCl.C(OCC)(=O)C.C(O)(=O)C.[OH-].[Pd+2].[OH-]. The product is [F:40][C:21]1[CH:22]=[C:23]([NH:26][C:27](=[O:39])[C:28]([NH:30][CH2:31][CH2:32][C:33]2[CH:34]=[CH:35][CH:36]=[CH:37][CH:38]=2)=[O:29])[CH:24]=[CH:25][C:20]=1[O:19][C:13]1[C:12]2[C:17](=[CH:18][C:9]([OH:8])=[C:10]([O:41][CH3:42])[CH:11]=2)[N:16]=[CH:15][CH:14]=1. The yield is 0.950.